From a dataset of Forward reaction prediction with 1.9M reactions from USPTO patents (1976-2016). Predict the product of the given reaction. (1) Given the reactants N(OC(C)(C)C)=O.N[C:9]1[S:10][C:11]([C:18]2[CH:23]=[CH:22][CH:21]=[CH:20][CH:19]=2)=[CH:12][C:13]=1[C:14]([O:16][CH3:17])=[O:15], predict the reaction product. The product is: [C:18]1([C:11]2[S:10][CH:9]=[C:13]([C:14]([O:16][CH3:17])=[O:15])[CH:12]=2)[CH:19]=[CH:20][CH:21]=[CH:22][CH:23]=1. (2) Given the reactants [CH3:1][CH:2]1[C:7](=O)[CH2:6][CH2:5][CH2:4][C:3]1=[O:9].[NH2:10][C:11]1[CH:20]=[CH:19][C:14]([C:15]([O:17][CH3:18])=[O:16])=[CH:13][C:12]=1[Cl:21], predict the reaction product. The product is: [Cl:21][C:12]1[CH:13]=[C:14]([CH:19]=[CH:20][C:11]=1[NH:10][C:7]1[CH2:6][CH2:5][CH2:4][C:3](=[O:9])[C:2]=1[CH3:1])[C:15]([O:17][CH3:18])=[O:16]. (3) Given the reactants C([O-])([O-])=O.[K+].[K+].C(O)CO.C1(O)C=CC=CC=1.[I:18]C1C=C2C(=CC=1)NC=C2.[CH:28]([C:31]1[CH:36]=[CH:35][CH:34]=[CH:33][C:32]=1[SH:37])([CH3:30])[CH3:29].IC1C=CC=CC=1C, predict the reaction product. The product is: [CH:28]([C:31]1[CH:36]=[CH:35][CH:34]=[CH:33][C:32]=1[I:18])([CH3:30])[CH3:29].[CH:28]([C:31]1[CH:36]=[CH:35][CH:34]=[CH:33][C:32]=1[SH:37])([CH3:30])[CH3:29]. (4) Given the reactants Br[C:2]1[C:11]2[C:6](=[CH:7][C:8]([C:12]3[CH:17]=[CH:16][CH:15]=[C:14]([OH:18])[CH:13]=3)=[CH:9][CH:10]=2)[CH:5]=[CH:4][C:3]=1[OH:19].[O:20]=[C:21]([NH:27][C:28]1[CH:33]=[CH:32][C:31](B2OC(C)(C)C(C)(C)O2)=[CH:30][CH:29]=1)[CH2:22][CH2:23][C:24]([OH:26])=[O:25], predict the reaction product. The product is: [OH:19][C:3]1[CH:4]=[CH:5][C:6]2[C:11](=[CH:10][CH:9]=[C:8]([C:12]3[CH:17]=[CH:16][CH:15]=[C:14]([OH:18])[CH:13]=3)[CH:7]=2)[C:2]=1[C:31]1[CH:32]=[CH:33][C:28]([NH:27][C:21](=[O:20])[CH2:22][CH2:23][C:24]([OH:26])=[O:25])=[CH:29][CH:30]=1. (5) Given the reactants Cl[CH2:2][C:3]([C:5]1[CH:6]=[C:7]([CH:10]=[O:11])[NH:8][CH:9]=1)=[O:4].[NH:12]1[CH2:17][CH2:16][O:15][CH2:14][CH2:13]1, predict the reaction product. The product is: [O:15]1[CH2:16][CH2:17][N:12]([CH2:2][C:3]([C:5]2[CH:6]=[C:7]([CH:10]=[O:11])[NH:8][CH:9]=2)=[O:4])[CH2:13][CH2:14]1.